This data is from Full USPTO retrosynthesis dataset with 1.9M reactions from patents (1976-2016). The task is: Predict the reactants needed to synthesize the given product. (1) Given the product [Cl:28][CH2:29][C:30]([NH:27][CH2:26][CH2:25][CH2:24][O:23][CH2:1][CH2:2][CH2:3][CH2:4][CH2:5][CH2:6][CH2:7][CH2:8][CH2:9][CH2:10][CH2:11][CH2:12][CH2:13][CH2:14][CH2:15][CH2:16][CH2:17][CH2:18][CH2:19][CH2:20][CH2:21][CH3:22])=[O:31], predict the reactants needed to synthesize it. The reactants are: [CH2:1]([O:23][CH2:24][CH2:25][CH2:26][NH2:27])[CH2:2][CH2:3][CH2:4][CH2:5][CH2:6][CH2:7][CH2:8][CH2:9][CH2:10][CH2:11][CH2:12][CH2:13][CH2:14][CH2:15][CH2:16][CH2:17][CH2:18][CH2:19][CH2:20][CH2:21][CH3:22].[Cl:28][CH2:29][C:30](OC)=[O:31]. (2) Given the product [NH2:10][C:5]1[C:4]2[N:11]=[CH:12][NH:13][C:3]=2[C:2]([NH2:1])=[N:8][C:7](=[NH:9])[N:6]=1, predict the reactants needed to synthesize it. The reactants are: [NH:1]=[C:2]1[NH:8][C:7](=[NH:9])[NH:6][C:5](=[NH:10])[C:4]2[N:11]([C@@H]3O[C@H](CO)[C@@H](O)[C@H]3O)[CH:12]=[N:13][C:3]1=2.C[O-].[Na+].[Na].C(O[C@@H]1[C@H](OC(=O)C2C=CC=CC=2)[C@@H](COC(=O)C2C=CC=CC=2)O[C@H]1N1C2C(=N)NC(=N)NC(=N)C=2N=C1)(=O)C1C=CC=CC=1.Cl.